From a dataset of Full USPTO retrosynthesis dataset with 1.9M reactions from patents (1976-2016). Predict the reactants needed to synthesize the given product. (1) Given the product [N:1]1[C:2]2[C:7](=[CH:6][CH:5]=[CH:4][N:3]=2)[CH:8]=[CH:9][C:10]=1[OH:12], predict the reactants needed to synthesize it. The reactants are: [NH2:1][C:2]1[C:7](/[CH:8]=[CH:9]/[C:10]([O:12]C)=O)=[CH:6][CH:5]=[CH:4][N:3]=1.[O-]CC.[Na+]. (2) Given the product [Cl:36][C:33]1[CH:34]=[CH:35][C:30]([O:29][C:24]2[CH:23]=[CH:22][C:21]([CH2:20][CH2:19][NH:18][C:12]3[NH:13][CH:14]=[C:9]([CH2:8][C:5]4[CH:4]=[N:3][C:2]([CH3:1])=[N:7][CH:6]=4)[C:10](=[O:17])[N:11]=3)=[CH:28][C:25]=2[C:26]#[N:27])=[CH:31][C:32]=1[C:37]([F:38])([F:39])[F:40], predict the reactants needed to synthesize it. The reactants are: [CH3:1][C:2]1[N:7]=[CH:6][C:5]([CH2:8][C:9]2[C:10](=[O:17])[N:11]=[C:12](C)[N:13](S)[CH:14]=2)=[CH:4][N:3]=1.[NH2:18][CH2:19][CH2:20][C:21]1[CH:22]=[CH:23][C:24]([O:29][C:30]2[CH:35]=[CH:34][C:33]([Cl:36])=[C:32]([C:37]([F:40])([F:39])[F:38])[CH:31]=2)=[C:25]([CH:28]=1)[C:26]#[N:27]. (3) Given the product [CH2:1]([C:5]1[CH:6]=[C:7]([CH:11]=[CH:12][CH:13]=1)[C:8]([NH:21][CH2:14][C:15]1[CH:20]=[CH:19][CH:18]=[CH:17][CH:16]=1)=[O:10])[CH:2]([CH3:3])[CH3:4], predict the reactants needed to synthesize it. The reactants are: [CH2:1]([C:5]1[CH:6]=[C:7]([CH:11]=[CH:12][CH:13]=1)[C:8]([OH:10])=O)[CH:2]([CH3:4])[CH3:3].[CH2:14]([NH2:21])[C:15]1[CH:20]=[CH:19][CH:18]=[CH:17][CH:16]=1. (4) Given the product [Cl:9][C:10]1[N:15]=[C:14]([NH:1][C:2]2[CH:7]=[CH:6][C:5]([CH3:8])=[CH:4][CH:3]=2)[C:13]([C:17]([NH2:19])=[O:18])=[CH:12][N:11]=1, predict the reactants needed to synthesize it. The reactants are: [NH2:1][C:2]1[CH:7]=[CH:6][C:5]([CH3:8])=[CH:4][CH:3]=1.[Cl:9][C:10]1[N:15]=[C:14](Cl)[C:13]([C:17]([NH2:19])=[O:18])=[CH:12][N:11]=1.C(N(CC)CC)C.O.